From a dataset of Full USPTO retrosynthesis dataset with 1.9M reactions from patents (1976-2016). Predict the reactants needed to synthesize the given product. (1) Given the product [Cl:11][C:9]1[CH:10]=[C:5]([CH3:1])[N:6]=[C:7]([CH3:12])[N:8]=1, predict the reactants needed to synthesize it. The reactants are: [CH3:1][Mg]Br.Cl[C:5]1[CH:10]=[C:9]([Cl:11])[N:8]=[C:7]([CH3:12])[N:6]=1.[NH4+].[Cl-]. (2) The reactants are: Cl[C:2]1[CH:7]=[CH:6][C:5]([C:8]#[N:9])=[CH:4][N:3]=1.C(=O)([O-])[O-].[Cs+].[Cs+].Cl.[Br:17][C:18]1[CH:23]=[CH:22][CH:21]=[CH:20][C:19]=1[O:24][CH:25]1[CH2:28][NH:27][CH2:26]1.O. Given the product [Br:17][C:18]1[CH:23]=[CH:22][CH:21]=[CH:20][C:19]=1[O:24][CH:25]1[CH2:28][N:27]([C:2]2[CH:7]=[CH:6][C:5]([C:8]#[N:9])=[CH:4][N:3]=2)[CH2:26]1, predict the reactants needed to synthesize it.